From a dataset of Forward reaction prediction with 1.9M reactions from USPTO patents (1976-2016). Predict the product of the given reaction. Given the reactants [C:1]([O:9][C:10]1[CH:11]=[C:12]([C:16]([Br:21])=[CH:17][C:18]=1[O:19][CH3:20])[C:13]([OH:15])=[O:14])(=[O:8])[C:2]1[CH:7]=[CH:6][CH:5]=[CH:4][CH:3]=1.O[N:23]1[C:27]2[CH:28]=[CH:29][CH:30]=[CH:31][C:26]=2[N:25]=[N:24]1.C1(N=C=NC2CCCCC2)CCCCC1, predict the reaction product. The product is: [N:23]1([O:14][C:13](=[O:15])[C:12]2[CH:11]=[C:10]([O:9][C:1](=[O:8])[C:2]3[CH:3]=[CH:4][CH:5]=[CH:6][CH:7]=3)[C:18]([O:19][CH3:20])=[CH:17][C:16]=2[Br:21])[C:27]2[CH:28]=[CH:29][CH:30]=[CH:31][C:26]=2[N:25]=[N:24]1.